This data is from Catalyst prediction with 721,799 reactions and 888 catalyst types from USPTO. The task is: Predict which catalyst facilitates the given reaction. (1) The catalyst class is: 8. Reactant: [CH2:1]1[O:3][C@@H:2]1[CH2:4][OH:5].[NH:6]1[CH2:11][CH2:10][O:9][CH2:8][CH2:7]1. Product: [N:6]1([CH2:1][C@H:2]([OH:3])[CH2:4][OH:5])[CH2:11][CH2:10][O:9][CH2:8][CH2:7]1. (2) Product: [N:23]([CH2:6][CH:7]([NH:12][C:13](=[O:14])[O:15][CH2:16][C:17]1[CH:22]=[CH:21][CH:20]=[CH:19][CH:18]=1)[C:8]([F:11])([F:10])[F:9])=[N+:24]=[N-:25]. The catalyst class is: 18. Reactant: CS(O[CH2:6][CH:7]([NH:12][C:13]([O:15][CH2:16][C:17]1[CH:22]=[CH:21][CH:20]=[CH:19][CH:18]=1)=[O:14])[C:8]([F:11])([F:10])[F:9])(=O)=O.[N-:23]=[N+:24]=[N-:25].[Na+]. (3) Reactant: [CH:1]1([CH2:6][CH:7]([N:21]2[C:26](=[O:27])[CH:25]=[C:24]([S:28][C:29]3[CH:34]=[CH:33][CH:32]=[CH:31][CH:30]=3)[CH:23]=[N:22]2)[C:8]([NH:10][C:11]2[CH:15]=[CH:14][N:13]([CH2:16][C:17]([OH:20])([CH3:19])[CH3:18])[N:12]=2)=[O:9])[CH2:5][CH2:4][CH2:3][CH2:2]1.ClC1C=CC=C(C(OO)=[O:43])C=1. Product: [C:29]1([S:28]([C:24]2[CH:23]=[N:22][N:21]([CH:7]([CH2:6][CH:1]3[CH2:5][CH2:4][CH2:3][CH2:2]3)[C:8]([NH:10][C:11]3[CH:15]=[CH:14][N:13]([CH2:16][C:17]([OH:20])([CH3:19])[CH3:18])[N:12]=3)=[O:9])[C:26](=[O:27])[CH:25]=2)=[O:43])[CH:30]=[CH:31][CH:32]=[CH:33][CH:34]=1. The catalyst class is: 7. (4) Reactant: [F:1][C:2]1[CH:7]=[CH:6][C:5]([C:8](OC)=[C:9]([C:12]#[N:13])[C:10]#[N:11])=[CH:4][CH:3]=1.Cl.[C:17]([NH:21][NH2:22])([CH3:20])([CH3:19])[CH3:18].C(N(CC)CC)C. Product: [NH2:11][C:10]1[N:21]([C:17]([CH3:20])([CH3:19])[CH3:18])[N:22]=[C:8]([C:5]2[CH:6]=[CH:7][C:2]([F:1])=[CH:3][CH:4]=2)[C:9]=1[C:12]#[N:13]. The catalyst class is: 8.